Task: Predict the reaction yield, written as a fraction of the theoretical maximum amount of product (1.0 means a 100% yield; for example, 0.34 means a 34% yield).. Dataset: Reaction yield outcomes from USPTO patents with 853,638 reactions (1) The product is [I:19][C:2]1[CH:3]=[C:4]([CH:8]=[C:9]([C:11]([O:13][CH3:14])=[O:12])[CH:10]=1)[C:5]([OH:7])=[O:6]. The reactants are N[C:2]1[CH:3]=[C:4]([CH:8]=[C:9]([C:11]([O:13][CH3:14])=[O:12])[CH:10]=1)[C:5]([OH:7])=[O:6].N([O-])=O.[Na+].[I-:19].[K+]. The yield is 0.550. The catalyst is Cl.O. (2) The reactants are [OH:1][C:2]1[CH:3]=[C:4]([CH:7]=[CH:8][C:9]=1[O:10][C:11]1[CH:20]=[CH:19][C:14]2[B:15]([OH:18])[O:16][CH2:17][C:13]=2[CH:12]=1)[C:5]#[N:6].[CH:21]1(I)[CH2:25][CH2:24][CH2:23][CH2:22]1.CN(C)C=O.[H-].[Na+]. The catalyst is O. The product is [CH:21]1([O:1][C:2]2[CH:3]=[C:4]([CH:7]=[CH:8][C:9]=2[O:10][C:11]2[CH:20]=[CH:19][C:14]3[B:15]([OH:18])[O:16][CH2:17][C:13]=3[CH:12]=2)[C:5]#[N:6])[CH2:25][CH2:24][CH2:23][CH2:22]1. The yield is 0.630. (3) The reactants are N1C=CC=CC=1.[CH2:7]([OH:11])[CH2:8][CH2:9][CH3:10].[Cl:12][C:13]1[CH:18]=[C:17]([Cl:19])[CH:16]=[CH:15][C:14]=1[O:20][P:21](Cl)(=[O:31])[O:22][C:23]1[CH:28]=[CH:27][C:26]([Cl:29])=[CH:25][C:24]=1[Cl:30]. The catalyst is C(Cl)Cl. The product is [P:21]([O:20][C:14]1[CH:15]=[CH:16][C:17]([Cl:19])=[CH:18][C:13]=1[Cl:12])([O:22][C:23]1[CH:28]=[CH:27][C:26]([Cl:29])=[CH:25][C:24]=1[Cl:30])([O:11][CH2:7][CH2:8][CH2:9][CH3:10])=[O:31]. The yield is 0.100. (4) The reactants are [Br:1][C:2]1[CH:3]=[C:4]([C:9]2[N:13]([CH3:14])[N:12]=[C:11]([C:15](=[N:17][NH:18][C:19]([C:21]3[CH:30]=[CH:29][C:24]([C:25]([O:27]C)=[O:26])=[CH:23][CH:22]=3)=[O:20])[CH3:16])[C:10]=2[OH:31])[CH:5]=[CH:6][C:7]=1[F:8].CO.[OH-].[Na+].Cl. The catalyst is O. The product is [Br:1][C:2]1[CH:3]=[C:4]([C:9]2[N:13]([CH3:14])[N:12]=[C:11]([C:15](=[N:17][NH:18][C:19]([C:21]3[CH:22]=[CH:23][C:24]([C:25]([OH:27])=[O:26])=[CH:29][CH:30]=3)=[O:20])[CH3:16])[C:10]=2[OH:31])[CH:5]=[CH:6][C:7]=1[F:8]. The yield is 0.370.